Dataset: TCR-epitope binding with 47,182 pairs between 192 epitopes and 23,139 TCRs. Task: Binary Classification. Given a T-cell receptor sequence (or CDR3 region) and an epitope sequence, predict whether binding occurs between them. (1) The epitope is NLVPMVATV. The TCR CDR3 sequence is CASSQGTHDNQPQHF. Result: 1 (the TCR binds to the epitope). (2) The epitope is FLPRVFSAV. The TCR CDR3 sequence is CASSHGGNQPQHF. Result: 1 (the TCR binds to the epitope).